Task: Predict the product of the given reaction.. Dataset: Forward reaction prediction with 1.9M reactions from USPTO patents (1976-2016) (1) Given the reactants [NH2:1][C:2]1[C:7](Br)=[CH:6][CH:5]=[CH:4][N:3]=1.[F:9][C:10]1[CH:15]=[CH:14][C:13](B(O)O)=[CH:12][CH:11]=1.C([O-])([O-])=O.[Na+].[Na+], predict the reaction product. The product is: [F:9][C:10]1[CH:15]=[CH:14][C:13]([C:7]2[C:2]([NH2:1])=[N:3][CH:4]=[CH:5][CH:6]=2)=[CH:12][CH:11]=1. (2) Given the reactants [C:1]1([CH2:7][CH2:8][CH2:9][CH2:10]C(O)=O)[CH:6]=[CH:5][CH:4]=[CH:3][CH:2]=1.[I:14]N1C(C)(C)COC1=O, predict the reaction product. The product is: [I:14][CH2:10][CH2:9][CH2:8][CH2:7][C:1]1[CH:6]=[CH:5][CH:4]=[CH:3][CH:2]=1.